From a dataset of NCI-60 drug combinations with 297,098 pairs across 59 cell lines. Regression. Given two drug SMILES strings and cell line genomic features, predict the synergy score measuring deviation from expected non-interaction effect. (1) Drug 1: CN1C2=C(C=C(C=C2)N(CCCl)CCCl)N=C1CCCC(=O)O.Cl. Drug 2: CC1=C(C(=O)C2=C(C1=O)N3CC4C(C3(C2COC(=O)N)OC)N4)N. Cell line: SK-MEL-5. Synergy scores: CSS=42.4, Synergy_ZIP=-1.58, Synergy_Bliss=-4.22, Synergy_Loewe=-54.8, Synergy_HSA=-3.36. (2) Drug 1: C1CN1P(=S)(N2CC2)N3CC3. Synergy scores: CSS=0.974, Synergy_ZIP=5.71, Synergy_Bliss=1.80, Synergy_Loewe=-0.291, Synergy_HSA=-0.0514. Cell line: OVCAR-8. Drug 2: CCCCCOC(=O)NC1=NC(=O)N(C=C1F)C2C(C(C(O2)C)O)O. (3) Drug 1: CCN(CC)CCCC(C)NC1=C2C=C(C=CC2=NC3=C1C=CC(=C3)Cl)OC. Drug 2: CN(C(=O)NC(C=O)C(C(C(CO)O)O)O)N=O. Cell line: IGROV1. Synergy scores: CSS=1.15, Synergy_ZIP=-1.20, Synergy_Bliss=-3.53, Synergy_Loewe=0.135, Synergy_HSA=-4.94. (4) Drug 1: COC1=NC(=NC2=C1N=CN2C3C(C(C(O3)CO)O)O)N. Drug 2: C1=CC=C(C=C1)NC(=O)CCCCCCC(=O)NO. Cell line: SR. Synergy scores: CSS=22.6, Synergy_ZIP=1.98, Synergy_Bliss=0.899, Synergy_Loewe=-61.7, Synergy_HSA=-5.62. (5) Drug 1: CC1=C(N=C(N=C1N)C(CC(=O)N)NCC(C(=O)N)N)C(=O)NC(C(C2=CN=CN2)OC3C(C(C(C(O3)CO)O)O)OC4C(C(C(C(O4)CO)O)OC(=O)N)O)C(=O)NC(C)C(C(C)C(=O)NC(C(C)O)C(=O)NCCC5=NC(=CS5)C6=NC(=CS6)C(=O)NCCC[S+](C)C)O. Synergy scores: CSS=0.657, Synergy_ZIP=-0.279, Synergy_Bliss=-1.52, Synergy_Loewe=-0.0747, Synergy_HSA=-3.22. Cell line: NCI-H322M. Drug 2: C1CN(CCN1C(=O)CCBr)C(=O)CCBr. (6) Drug 1: CCCCC(=O)OCC(=O)C1(CC(C2=C(C1)C(=C3C(=C2O)C(=O)C4=C(C3=O)C=CC=C4OC)O)OC5CC(C(C(O5)C)O)NC(=O)C(F)(F)F)O. Drug 2: CC12CCC3C(C1CCC2OP(=O)(O)O)CCC4=C3C=CC(=C4)OC(=O)N(CCCl)CCCl.[Na+]. Cell line: MCF7. Synergy scores: CSS=41.8, Synergy_ZIP=3.95, Synergy_Bliss=-2.49, Synergy_Loewe=-18.3, Synergy_HSA=-6.16. (7) Cell line: NCI-H460. Drug 1: C(CC(=O)O)C(=O)CN.Cl. Synergy scores: CSS=7.83, Synergy_ZIP=-2.01, Synergy_Bliss=1.63, Synergy_Loewe=-4.54, Synergy_HSA=-1.01. Drug 2: C1C(C(OC1N2C=NC(=NC2=O)N)CO)O. (8) Drug 1: CCC(=C(C1=CC=CC=C1)C2=CC=C(C=C2)OCCN(C)C)C3=CC=CC=C3.C(C(=O)O)C(CC(=O)O)(C(=O)O)O. Drug 2: CN1C2=C(C=C(C=C2)N(CCCl)CCCl)N=C1CCCC(=O)O.Cl. Cell line: EKVX. Synergy scores: CSS=1.49, Synergy_ZIP=-1.03, Synergy_Bliss=2.38, Synergy_Loewe=-3.52, Synergy_HSA=1.33. (9) Drug 1: C1CC(=O)NC(=O)C1N2C(=O)C3=CC=CC=C3C2=O. Drug 2: COC1=C2C(=CC3=C1OC=C3)C=CC(=O)O2. Cell line: OVCAR3. Synergy scores: CSS=-5.01, Synergy_ZIP=4.94, Synergy_Bliss=3.82, Synergy_Loewe=-1.56, Synergy_HSA=-3.62.